From a dataset of Full USPTO retrosynthesis dataset with 1.9M reactions from patents (1976-2016). Predict the reactants needed to synthesize the given product. (1) Given the product [F:18][C:19]1[CH:24]=[CH:23][C:22]([C:25]2[CH:30]=[N:29][C:28]([C:31]([F:32])([F:34])[F:33])=[N:27][CH:26]=2)=[CH:21][C:20]=1[CH2:35][NH:36][C:15]([C@H:9]1[N:8]([C:6]([O:5][C:1]([CH3:2])([CH3:3])[CH3:4])=[O:7])[C@@H:12]([CH3:13])[C@@H:11]([OH:14])[CH2:10]1)=[O:17], predict the reactants needed to synthesize it. The reactants are: [C:1]([O:5][C:6]([N:8]1[C@@H:12]([CH3:13])[C@@H:11]([OH:14])[CH2:10][C@H:9]1[C:15]([OH:17])=O)=[O:7])([CH3:4])([CH3:3])[CH3:2].[F:18][C:19]1[CH:24]=[CH:23][C:22]([C:25]2[CH:26]=[N:27][C:28]([C:31]([F:34])([F:33])[F:32])=[N:29][CH:30]=2)=[CH:21][C:20]=1[CH2:35][NH2:36].CN(C(ON1N=NC2C=CC=NC1=2)=[N+](C)C)C.F[P-](F)(F)(F)(F)F.CCN(C(C)C)C(C)C. (2) Given the product [CH2:17]([N:3]([CH2:1][CH3:2])[C:4]([N:6]1[C:14]2[C:9](=[CH:10][C:11]([O:15][CH3:16])=[CH:12][CH:13]=2)[CH:8]=[C:7]1[C:32](=[O:33])[C:31]([C:28]1[CH:27]=[CH:26][C:25]([Cl:24])=[CH:30][CH:29]=1)([CH3:36])[CH3:35])=[O:5])[CH3:18], predict the reactants needed to synthesize it. The reactants are: [CH2:1]([N:3]([CH2:17][CH3:18])[C:4]([N:6]1[C:14]2[C:9](=[CH:10][C:11]([O:15][CH3:16])=[CH:12][CH:13]=2)[CH:8]=[CH:7]1)=[O:5])[CH3:2].[Li]C(C)(C)C.[Cl:24][C:25]1[CH:30]=[CH:29][C:28]([C:31]([CH3:36])([CH3:35])[C:32](Cl)=[O:33])=[CH:27][CH:26]=1.[Cl-].[NH4+]. (3) Given the product [Cl:28][C:15]1[CH:14]=[C:13]([CH:18]=[CH:17][C:16]=1[CH2:19][C:21]1[CH:26]=[CH:25][C:24]([Cl:27])=[CH:23][CH:22]=1)[NH2:12], predict the reactants needed to synthesize it. The reactants are: II.C(O)(=O)C.P(=O)(O)(O)O.[NH2:12][C:13]1[CH:18]=[CH:17][C:16]([C:19]([C:21]2[CH:26]=[CH:25][C:24]([Cl:27])=[CH:23][CH:22]=2)=O)=[C:15]([Cl:28])[CH:14]=1. (4) Given the product [CH3:8][C:5]1[CH:4]=[CH:3][C:2]([CH:17]=[O:18])=[CH:7][N:6]=1, predict the reactants needed to synthesize it. The reactants are: Br[C:2]1[CH:3]=[CH:4][C:5]([CH3:8])=[N:6][CH:7]=1.[Li]CCCC.CN([CH:17]=[O:18])C. (5) Given the product [NH2:1][C:2]1[C:3]2[C:10]([C:11]3[CH:16]=[CH:15][CH:14]=[C:13]([O:17][CH2:18][C:19]4[CH:20]=[CH:21][CH:22]=[CH:23][CH:24]=4)[CH:12]=3)=[C:9]([CH2:25][CH3:26])[N:8]([C@@H:27]3[CH2:30][C@H:29]([CH2:31][N:44]4[CH2:50][CH2:49][CH2:48][C@@H:45]4[CH2:46][OH:47])[CH2:28]3)[C:4]=2[N:5]=[CH:6][N:7]=1, predict the reactants needed to synthesize it. The reactants are: [NH2:1][C:2]1[C:3]2[C:10]([C:11]3[CH:16]=[CH:15][CH:14]=[C:13]([O:17][CH2:18][C:19]4[CH:24]=[CH:23][CH:22]=[CH:21][CH:20]=4)[CH:12]=3)=[C:9]([CH2:25][CH3:26])[N:8]([C@@H:27]3[CH2:30][C@H:29]([CH2:31]O)[CH2:28]3)[C:4]=2[N:5]=[CH:6][N:7]=1.C1(C)C=CC(S(Cl)(=O)=O)=CC=1.[NH:44]1[CH2:50][CH2:49][CH2:48][C@@H:45]1[CH2:46][OH:47].